Task: Predict the reactants needed to synthesize the given product.. Dataset: Full USPTO retrosynthesis dataset with 1.9M reactions from patents (1976-2016) (1) Given the product [C:1](=[O:2])([O:34][CH2:33][CH2:32][CH2:31][S:30][S:29][C:24]1[CH:25]=[CH:26][CH:27]=[CH:28][N:23]=1)[O:16][C:14]1[CH:13]=[CH:12][C:10]2[N:11]=[C:7]([C:5]#[N:6])[S:8][C:9]=2[CH:15]=1, predict the reactants needed to synthesize it. The reactants are: [C:1](Cl)(Cl)=[O:2].[C:5]([C:7]1[S:8][C:9]2[CH:15]=[C:14]([OH:16])[CH:13]=[CH:12][C:10]=2[N:11]=1)#[N:6].N1C=CC=CC=1.[N:23]1[CH:28]=[CH:27][CH:26]=[CH:25][C:24]=1[S:29][S:30][CH2:31][CH2:32][CH2:33][OH:34]. (2) Given the product [Cl:16][C:11]1[N:10]=[C:9]([NH:8][C:5]2[CH:4]=[CH:3][C:2]([Cl:1])=[CH:7][CH:6]=2)[N:14]=[C:13]([NH:23][C:24]2[CH:29]=[CH:28][CH:27]=[CH:26][CH:25]=2)[N:12]=1, predict the reactants needed to synthesize it. The reactants are: [Cl:1][C:2]1[CH:7]=[CH:6][C:5]([NH:8][C:9]2[N:14]=[C:13](Cl)[N:12]=[C:11]([Cl:16])[N:10]=2)=[CH:4][CH:3]=1.C(=O)([O-])[O-].[K+].[K+].[NH2:23][C:24]1[CH:29]=[CH:28][CH:27]=[CH:26][CH:25]=1.C(OCC)(=O)C.